From a dataset of Reaction yield outcomes from USPTO patents with 853,638 reactions. Predict the reaction yield, written as a fraction of the theoretical maximum amount of product (1.0 means a 100% yield; for example, 0.34 means a 34% yield). (1) The reactants are Br[CH:2]1[CH2:10][C:9]2[C:4](=[CH:5][CH:6]=[C:7]([CH3:13])[C:8]=2[O:11][CH3:12])[C:3]1=[O:14].[Na].[N+:16]([C:19]1[CH:24]=[CH:23][C:22]([OH:25])=[CH:21][CH:20]=1)([O-:18])=[O:17].O. The catalyst is CN(C)C=O. The product is [CH3:12][O:11][C:8]1[C:7]([CH3:13])=[CH:6][CH:5]=[C:4]2[C:9]=1[CH2:10][CH:2]([O:25][C:22]1[CH:23]=[CH:24][C:19]([N+:16]([O-:18])=[O:17])=[CH:20][CH:21]=1)[C:3]2=[O:14]. The yield is 0.734. (2) The reactants are Br[C:2]1[N:3]=[C:4]2[C:10]([CH:11]=[O:12])=[CH:9][N:8]([CH2:13][O:14][CH2:15][CH2:16][Si:17]([CH3:20])([CH3:19])[CH3:18])[C:5]2=[N:6][CH:7]=1.[Cl:21][C:22]1[CH:30]=[C:29]2[C:25]([C:26]([Sn](CCCC)(CCCC)CCCC)=[N:27][NH:28]2)=[C:24]([F:44])[CH:23]=1.O.C(=O)(O)[O-].[Na+]. The catalyst is CN(C=O)C.[Cu](I)I.C(OCC)(=O)C. The product is [Cl:21][C:22]1[CH:30]=[C:29]2[C:25]([C:26]([C:2]3[N:3]=[C:4]4[C:10]([CH:11]=[O:12])=[CH:9][N:8]([CH2:13][O:14][CH2:15][CH2:16][Si:17]([CH3:20])([CH3:19])[CH3:18])[C:5]4=[N:6][CH:7]=3)=[N:27][NH:28]2)=[C:24]([F:44])[CH:23]=1. The yield is 0.470.